Dataset: Reaction yield outcomes from USPTO patents with 853,638 reactions. Task: Predict the reaction yield, written as a fraction of the theoretical maximum amount of product (1.0 means a 100% yield; for example, 0.34 means a 34% yield). (1) The reactants are [CH2:1]([O:8][C:9]1[CH:10]=[CH:11][C:12]2[O:16][C:15]([C:17](O)([CH2:20][CH3:21])[CH2:18][CH3:19])=[CH:14][C:13]=2[CH:23]=1)[C:2]1[CH:7]=[CH:6][CH:5]=[CH:4][CH:3]=1.[C:24]1([CH3:31])[C:29]([OH:30])=[CH:28][CH:27]=[CH:26][CH:25]=1.B(F)(F)F.O(CC)CC. The catalyst is C(Cl)Cl. The product is [CH2:1]([O:8][C:9]1[CH:10]=[CH:11][C:12]2[O:16][C:15]([C:17]([C:26]3[CH:27]=[CH:28][C:29]([OH:30])=[C:24]([CH3:31])[CH:25]=3)([CH2:20][CH3:21])[CH2:18][CH3:19])=[CH:14][C:13]=2[CH:23]=1)[C:2]1[CH:7]=[CH:6][CH:5]=[CH:4][CH:3]=1. The yield is 0.510. (2) The reactants are CC([O-])(C)C.[K+].[Cl:7][C:8]1[C:9]([NH2:14])=[N:10][CH:11]=[N:12][CH:13]=1.[CH2:15]([O:22][C:23]1[CH:30]=[CH:29][C:26]([CH2:27]Cl)=[CH:25][CH:24]=1)[C:16]1[CH:21]=[CH:20][CH:19]=[CH:18][CH:17]=1.O. The catalyst is C(O)(C)(C)C. The product is [CH2:15]([O:22][C:23]1[CH:24]=[CH:25][C:26]([CH2:27][NH:14][C:9]2[C:8]([Cl:7])=[CH:13][N:12]=[CH:11][N:10]=2)=[CH:29][CH:30]=1)[C:16]1[CH:17]=[CH:18][CH:19]=[CH:20][CH:21]=1. The yield is 0.370. (3) The yield is 0.890. The product is [C:21]([C:25]1[CH:30]=[CH:29][C:28]([NH:31][C:32]([NH:11][C:10]2[CH:12]=[CH:13][CH:14]=[C:8]([C:6]3[C:5]([C:15]4[CH:16]=[CH:17][N:18]=[CH:19][CH:20]=4)=[N:4][N:3]([CH2:1][CH3:2])[CH:7]=3)[CH:9]=2)=[O:33])=[CH:27][CH:26]=1)([CH3:24])([CH3:22])[CH3:23]. The catalyst is C(Cl)Cl. The reactants are [CH2:1]([N:3]1[CH:7]=[C:6]([C:8]2[CH:9]=[C:10]([CH:12]=[CH:13][CH:14]=2)[NH2:11])[C:5]([C:15]2[CH:20]=[CH:19][N:18]=[CH:17][CH:16]=2)=[N:4]1)[CH3:2].[C:21]([C:25]1[CH:30]=[CH:29][C:28]([N:31]=[C:32]=[O:33])=[CH:27][CH:26]=1)([CH3:24])([CH3:23])[CH3:22]. (4) The reactants are [Cl:1][C:2]1[CH:3]=[C:4]2[C:9](=[CH:10][CH:11]=1)[NH:8][CH:7]([C:12]([F:15])([F:14])[F:13])[C:6]([C:16]([O:18]CC)=[O:17])=[CH:5]2.[OH-].[Na+].CO.O. The catalyst is O1CCCC1. The product is [Cl:1][C:2]1[CH:3]=[C:4]2[C:9](=[CH:10][CH:11]=1)[NH:8][CH:7]([C:12]([F:15])([F:13])[F:14])[C:6]([C:16]([OH:18])=[O:17])=[CH:5]2. The yield is 0.410. (5) The reactants are S(=O)(=O)(O)O.[Cl:6][C:7]1[C:14]([Cl:15])=[CH:13][CH:12]=[CH:11][C:8]=1[CH:9]=[O:10].[N+:16]([O-])([OH:18])=[O:17]. The catalyst is C(OC)(C)(C)C. The product is [Cl:6][C:7]1[C:14]([Cl:15])=[CH:13][CH:12]=[C:11]([N+:16]([O-:18])=[O:17])[C:8]=1[CH:9]=[O:10]. The yield is 0.290.